Dataset: TCR-epitope binding with 47,182 pairs between 192 epitopes and 23,139 TCRs. Task: Binary Classification. Given a T-cell receptor sequence (or CDR3 region) and an epitope sequence, predict whether binding occurs between them. (1) The epitope is DPFRLLQNSQVFS. The TCR CDR3 sequence is CASSLTGSPYNEQFF. Result: 0 (the TCR does not bind to the epitope). (2) The epitope is QVPLRPMTYK. The TCR CDR3 sequence is CASSETNRVEMEAFF. Result: 1 (the TCR binds to the epitope). (3) The epitope is RLFRKSNLK. The TCR CDR3 sequence is CASSEGRSYEQYF. Result: 0 (the TCR does not bind to the epitope). (4) The TCR CDR3 sequence is CASSTGPDTPPNTGELFF. Result: 1 (the TCR binds to the epitope). The epitope is LLWNGPMAV. (5) The epitope is LLWNGPMAV. The TCR CDR3 sequence is CASSQESGSYSNQPQHF. Result: 0 (the TCR does not bind to the epitope). (6) The epitope is KAYNVTQAF. The TCR CDR3 sequence is CASSVLGTYEQYF. Result: 1 (the TCR binds to the epitope). (7) The epitope is FQPTNGVGY. The TCR CDR3 sequence is CASSQEQSSYNEQFF. Result: 0 (the TCR does not bind to the epitope). (8) The epitope is TTLPVNVAF. The TCR CDR3 sequence is CASGLNSGTSDYNEQFF. Result: 1 (the TCR binds to the epitope). (9) The epitope is RQLLFVVEV. The TCR CDR3 sequence is CASSLEAAQETQYF. Result: 1 (the TCR binds to the epitope). (10) The epitope is KPLEFGATSAAL. The TCR CDR3 sequence is CASSQPEGGPGEQYF. Result: 1 (the TCR binds to the epitope).